This data is from Forward reaction prediction with 1.9M reactions from USPTO patents (1976-2016). The task is: Predict the product of the given reaction. (1) Given the reactants P(Cl)(Cl)(Cl)=O.[CH3:6][N:7]([CH3:21])[CH2:8][CH2:9][N:10]1[CH2:15][CH2:14][C:13]2[NH:16][CH:17]=[C:18]([CH3:19])[C:12]=2[C:11]1=[O:20].O.[OH-].[Na+].CN(C)[CH:27]=[O:28], predict the reaction product. The product is: [CH3:21][N:7]([CH3:6])[CH2:8][CH2:9][N:10]1[CH2:15][CH2:14][C:13]2[NH:16][C:17]([CH:27]=[O:28])=[C:18]([CH3:19])[C:12]=2[C:11]1=[O:20]. (2) Given the reactants [C:1]1([SH:7])[CH:6]=[CH:5][CH:4]=[CH:3][CH:2]=1.[Cl:8][C:9]1[C:10](F)=[CH:11][C:12]2[O:17][CH:16]([C:18]([F:21])([F:20])[F:19])[C:15]([C:22]([O:24]CC)=[O:23])=[CH:14][C:13]=2[CH:27]=1, predict the reaction product. The product is: [Cl:8][C:9]1[C:10]([S:7][C:1]2[CH:6]=[CH:5][CH:4]=[CH:3][CH:2]=2)=[CH:11][C:12]2[O:17][CH:16]([C:18]([F:20])([F:21])[F:19])[C:15]([C:22]([OH:24])=[O:23])=[CH:14][C:13]=2[CH:27]=1. (3) Given the reactants [C:1]([C:5]1[C:6]([OH:13])=[C:7]([CH:10]=[CH:11][CH:12]=1)[CH:8]=[O:9])([CH3:4])([CH3:3])[CH3:2].[CH3:14][O:15][C:16]1[CH:23]=[CH:22][C:19]([CH2:20]Cl)=[CH:18][CH:17]=1.C([O-])([O-])=O.[K+].[K+].CC#N, predict the reaction product. The product is: [C:1]([C:5]1[C:6]([O:13][CH2:20][C:19]2[CH:22]=[CH:23][C:16]([O:15][CH3:14])=[CH:17][CH:18]=2)=[C:7]([CH:10]=[CH:11][CH:12]=1)[CH:8]=[O:9])([CH3:4])([CH3:2])[CH3:3]. (4) Given the reactants C([O:3][C:4]([C:6]1[S:7][C:8]([C:18]2[CH:23]=[CH:22][CH:21]=[CH:20][CH:19]=2)=[C:9]([C:11]2[CH:16]=[CH:15][C:14]([Br:17])=[CH:13][CH:12]=2)[N:10]=1)=O)C.[CH:24]1([NH2:30])[CH2:29][CH2:28][CH2:27][CH2:26][CH2:25]1, predict the reaction product. The product is: [CH:24]1([NH:30][C:4]([C:6]2[S:7][C:8]([C:18]3[CH:19]=[CH:20][CH:21]=[CH:22][CH:23]=3)=[C:9]([C:11]3[CH:12]=[CH:13][C:14]([Br:17])=[CH:15][CH:16]=3)[N:10]=2)=[O:3])[CH2:29][CH2:28][CH2:27][CH2:26][CH2:25]1.